Predict which catalyst facilitates the given reaction. From a dataset of Catalyst prediction with 721,799 reactions and 888 catalyst types from USPTO. (1) Reactant: [CH3:1][C:2]([C:4]1[CH:9]=[CH:8][CH:7]=[C:6]([C:10]([F:13])([F:12])[F:11])[CH:5]=1)=[O:3].[CH2:14]=O.[ClH:16].[CH3:17][NH:18][CH3:19].Cl. Product: [ClH:16].[CH3:17][N:18]([CH3:14])[CH2:19][CH2:1][C:2]([C:4]1[CH:9]=[CH:8][CH:7]=[C:6]([C:10]([F:11])([F:12])[F:13])[CH:5]=1)=[O:3]. The catalyst class is: 14. (2) Reactant: [K+].[C:2]([C:4]1[N:5]=[C:6]([C:17]([O-:19])=O)[N:7]([CH2:9][O:10][CH2:11][CH2:12][Si:13]([CH3:16])([CH3:15])[CH3:14])[CH:8]=1)#[N:3].N1C=CC=CC=1.O=S(Cl)Cl.[NH2:30][C:31]1[CH:36]=[CH:35][C:34]([S:37]([NH:40][C:41]([CH3:44])([CH3:43])[CH3:42])(=[O:39])=[O:38])=[CH:33][C:32]=1[C:45]1[CH2:50][CH2:49][C:48]([CH3:52])([CH3:51])[CH2:47][CH:46]=1. Product: [C:41]([NH:40][S:37]([C:34]1[CH:35]=[CH:36][C:31]([NH:30][C:17]([C:6]2[N:7]([CH2:9][O:10][CH2:11][CH2:12][Si:13]([CH3:14])([CH3:15])[CH3:16])[CH:8]=[C:4]([C:2]#[N:3])[N:5]=2)=[O:19])=[C:32]([C:45]2[CH2:50][CH2:49][C:48]([CH3:52])([CH3:51])[CH2:47][CH:46]=2)[CH:33]=1)(=[O:39])=[O:38])([CH3:44])([CH3:42])[CH3:43]. The catalyst class is: 2.